This data is from Catalyst prediction with 721,799 reactions and 888 catalyst types from USPTO. The task is: Predict which catalyst facilitates the given reaction. (1) Reactant: [F:1][C:2]([F:32])([F:31])[CH2:3][N:4]1[C:8]([C:9]2[S:10][C:11]3[CH2:12][CH2:13][O:14][C:15]4[CH:22]=[C:21]([C:23]5[CH:24]=[N:25][N:26]([CH2:28][CH2:29][OH:30])[CH:27]=5)[CH:20]=[CH:19][C:16]=4[C:17]=3[N:18]=2)=[N:7][CH:6]=[N:5]1.C(Cl)Cl.CC(OI1(OC(C)=O)(OC(C)=O)OC(=O)C2C=CC=CC1=2)=O. Product: [F:31][C:2]([F:1])([F:32])[CH2:3][N:4]1[C:8]([C:9]2[S:10][C:11]3[CH2:12][CH2:13][O:14][C:15]4[CH:22]=[C:21]([C:23]5[CH:24]=[N:25][N:26]([CH2:28][CH:29]=[O:30])[CH:27]=5)[CH:20]=[CH:19][C:16]=4[C:17]=3[N:18]=2)=[N:7][CH:6]=[N:5]1. The catalyst class is: 6. (2) Reactant: [NH:1]([C:3]1[N:4]=[C:5]2[CH:11]=[CH:10][N:9]([S:12]([C:15]3[CH:21]=[CH:20][C:18]([CH3:19])=[CH:17][CH:16]=3)(=[O:14])=[O:13])[C:6]2=[N:7][CH:8]=1)[NH2:2].[CH2:22]([N:24]([CH2:39][CH3:40])[S:25]([CH2:28][CH:29]1[CH2:33][CH:32]([C:34](O)=[O:35])[CH:31]([CH2:37][CH3:38])[CH2:30]1)(=[O:27])=[O:26])[CH3:23].CN(C(ON1N=NC2C=CC=NC1=2)=[N+](C)C)C.F[P-](F)(F)(F)(F)F. Product: [CH2:39]([N:24]([CH2:22][CH3:23])[S:25]([CH2:28][CH:29]1[CH2:33][CH:32]([C:34]([NH:2][NH:1][C:3]2[N:4]=[C:5]3[CH:11]=[CH:10][N:9]([S:12]([C:15]4[CH:21]=[CH:20][C:18]([CH3:19])=[CH:17][CH:16]=4)(=[O:13])=[O:14])[C:6]3=[N:7][CH:8]=2)=[O:35])[CH:31]([CH2:37][CH3:38])[CH2:30]1)(=[O:27])=[O:26])[CH3:40]. The catalyst class is: 2. (3) Reactant: FC(F)(F)C(O)=O.C(OC([N:15]1[CH2:20][C:19](=[O:21])[N:18]([C:22]2[CH:27]=[CH:26][CH:25]=[CH:24][C:23]=2[Cl:28])[CH2:17][C:16]1([CH3:30])[CH3:29])=O)(C)(C)C. Product: [Cl:28][C:23]1[CH:24]=[CH:25][CH:26]=[CH:27][C:22]=1[N:18]1[CH2:17][C:16]([CH3:29])([CH3:30])[NH:15][CH2:20][C:19]1=[O:21]. The catalyst class is: 2. (4) Reactant: Br[C:2]1[CH:7]=[CH:6][C:5]([CH3:8])=[CH:4][C:3]=1[F:9].CCCCCC.C([Li])CCC.[I:21]I.[Cl-].[NH4+]. Product: [F:9][C:3]1[CH:4]=[C:5]([CH3:8])[CH:6]=[CH:7][C:2]=1[I:21]. The catalyst class is: 134. (5) Reactant: [NH2:1][C:2]1[N:3]=[CH:4][C:5]([C:8]#[C:9][C:10]([O:12][CH3:13])=[O:11])=[N:6][CH:7]=1. Product: [NH2:1][C:2]1[N:3]=[CH:4][C:5]([CH2:8][CH2:9][C:10]([O:12][CH3:13])=[O:11])=[N:6][CH:7]=1. The catalyst class is: 19. (6) Reactant: [CH3:1][S:2](Cl)(=[O:4])=[O:3].[OH:6][CH2:7][C:8]1[CH:25]=[CH:24][C:11]2[CH2:12][CH2:13][N:14]([C:17]([O:19][C:20]([CH3:23])([CH3:22])[CH3:21])=[O:18])[CH2:15][CH2:16][C:10]=2[CH:9]=1.C(N(CC)CC)C. Product: [CH3:1][S:2]([O:6][CH2:7][C:8]1[CH:25]=[CH:24][C:11]2[CH2:12][CH2:13][N:14]([C:17]([O:19][C:20]([CH3:21])([CH3:22])[CH3:23])=[O:18])[CH2:15][CH2:16][C:10]=2[CH:9]=1)(=[O:4])=[O:3]. The catalyst class is: 4. (7) Reactant: C(OC([N:8]1[CH2:17][CH2:16][C:15]2[C:10](=[CH:11][C:12]([O:20][CH3:21])=[C:13]([O:18][CH3:19])[CH:14]=2)[CH:9]1[CH2:22][C:23]1[CH:28]=[CH:27][C:26]([C:29]2[CH:34]=[CH:33][C:32]([F:35])=[CH:31][C:30]=2[O:36][CH3:37])=[CH:25][CH:24]=1)=O)(C)(C)C.FC(F)(F)C(O)=O. Product: [F:35][C:32]1[CH:33]=[CH:34][C:29]([C:26]2[CH:27]=[CH:28][C:23]([CH2:22][CH:9]3[C:10]4[C:15](=[CH:14][C:13]([O:18][CH3:19])=[C:12]([O:20][CH3:21])[CH:11]=4)[CH2:16][CH2:17][NH:8]3)=[CH:24][CH:25]=2)=[C:30]([O:36][CH3:37])[CH:31]=1. The catalyst class is: 4. (8) Reactant: [NH2:1][C:2]1[C:3]2[N:4]([C:8]([C@H:30]3[CH2:40][N:34]4[C:35](=[O:39])[CH2:36][NH:37][CH2:38][C@@H:33]4[CH2:32][CH2:31]3)=[N:9][C:10]=2[C:11]2[CH:29]=[CH:28][C:14]([C:15]([NH:17][C:18]3[CH:23]=[C:22]([C:24]([F:27])([F:26])[F:25])[CH:21]=[CH:20][N:19]=3)=[O:16])=[CH:13][CH:12]=2)[CH:5]=[CH:6][N:7]=1.C([O-])(O)=O.[Na+].Br[CH2:47][C:48]([O:50][CH3:51])=[O:49].O. Product: [NH2:1][C:2]1[C:3]2[N:4]([C:8]([C@H:30]3[CH2:40][N:34]4[C:35](=[O:39])[CH2:36][N:37]([CH2:47][C:48]([O:50][CH3:51])=[O:49])[CH2:38][C@@H:33]4[CH2:32][CH2:31]3)=[N:9][C:10]=2[C:11]2[CH:29]=[CH:28][C:14]([C:15](=[O:16])[NH:17][C:18]3[CH:23]=[C:22]([C:24]([F:25])([F:27])[F:26])[CH:21]=[CH:20][N:19]=3)=[CH:13][CH:12]=2)[CH:5]=[CH:6][N:7]=1. The catalyst class is: 3. (9) Reactant: [Cl:1][C:2]1[N:7]=[CH:6][C:5]([C:8](N(C(C)C)C(C)C)=[O:9])=[C:4]([CH2:17][OH:18])[CH:3]=1.C(=O)([O-])[O-].[Na+].[Na+]. Product: [Cl:1][C:2]1[N:7]=[CH:6][C:5]2[C:8](=[O:9])[O:18][CH2:17][C:4]=2[CH:3]=1. The catalyst class is: 33. (10) Reactant: F[C:2]1[C:11]2[N:10]=[CH:9][CH:8]=[CH:7][C:6]=2[C:5]([S:12](Cl)(=[O:14])=[O:13])=[CH:4][CH:3]=1.C([N:19]([CH:22]([CH3:24])[CH3:23])[CH2:20][CH3:21])(C)C.[CH3:25][Si:26]([CH3:31])([CH3:30])[CH2:27][CH2:28][OH:29].[H-].[Na+]. Product: [CH3:25][Si:26]([CH3:31])([CH3:30])[CH2:27][CH2:28][O:29][C:2]1[CH:3]=[CH:4][C:5]([S:12]([N:19]2[CH2:20][CH2:21][CH2:24][C@H:22]2[CH3:23])(=[O:14])=[O:13])=[C:6]2[C:11]=1[N:10]=[CH:9][CH:8]=[CH:7]2. The catalyst class is: 20.